This data is from Forward reaction prediction with 1.9M reactions from USPTO patents (1976-2016). The task is: Predict the product of the given reaction. (1) Given the reactants [CH2:1]([O:4][CH2:5][CH2:6][OH:7])[CH:2]=[CH2:3].[H-].[Na+].Br[CH2:11][C:12]([O:14][CH3:15])=[O:13], predict the reaction product. The product is: [CH3:15][O:14][C:12](=[O:13])[CH2:11][O:7][CH2:6][CH2:5][O:4][CH2:1][CH:2]=[CH2:3]. (2) Given the reactants [F:1][C:2]1[CH:7]=[CH:6][C:5]([OH:8])=[CH:4][CH:3]=1.Cl[C:10]1[C:19]2[C:14](=[CH:15][CH:16]=[C:17]([O:20][CH3:21])[CH:18]=2)[CH:13]=[C:12]([NH:22][C:23]2[CH:27]=[C:26]([CH3:28])[NH:25][N:24]=2)[N:11]=1, predict the reaction product. The product is: [F:1][C:2]1[CH:7]=[CH:6][C:5]([O:8][C:10]2[C:19]3[C:14](=[CH:15][CH:16]=[C:17]([O:20][CH3:21])[CH:18]=3)[CH:13]=[C:12]([NH:22][C:23]3[CH:27]=[C:26]([CH3:28])[NH:25][N:24]=3)[N:11]=2)=[CH:4][CH:3]=1.